This data is from NCI-60 drug combinations with 297,098 pairs across 59 cell lines. The task is: Regression. Given two drug SMILES strings and cell line genomic features, predict the synergy score measuring deviation from expected non-interaction effect. (1) Drug 1: CN(C)C1=NC(=NC(=N1)N(C)C)N(C)C. Drug 2: C1CN(P(=O)(OC1)NCCCl)CCCl. Cell line: SK-MEL-2. Synergy scores: CSS=-3.50, Synergy_ZIP=6.19, Synergy_Bliss=1.17, Synergy_Loewe=-3.13, Synergy_HSA=-2.59. (2) Cell line: KM12. Synergy scores: CSS=49.3, Synergy_ZIP=-0.971, Synergy_Bliss=-0.793, Synergy_Loewe=-31.2, Synergy_HSA=0.913. Drug 2: C1=NNC2=C1C(=O)NC=N2. Drug 1: CN(CC1=CN=C2C(=N1)C(=NC(=N2)N)N)C3=CC=C(C=C3)C(=O)NC(CCC(=O)O)C(=O)O. (3) Drug 1: CC1=C(C=C(C=C1)C(=O)NC2=CC(=CC(=C2)C(F)(F)F)N3C=C(N=C3)C)NC4=NC=CC(=N4)C5=CN=CC=C5. Drug 2: C1CNP(=O)(OC1)N(CCCl)CCCl. Cell line: NCIH23. Synergy scores: CSS=3.52, Synergy_ZIP=0.456, Synergy_Bliss=3.88, Synergy_Loewe=4.25, Synergy_HSA=1.66. (4) Drug 1: CC1C(C(CC(O1)OC2CC(CC3=C2C(=C4C(=C3O)C(=O)C5=C(C4=O)C(=CC=C5)OC)O)(C(=O)C)O)N)O.Cl. Drug 2: CN(CC1=CN=C2C(=N1)C(=NC(=N2)N)N)C3=CC=C(C=C3)C(=O)NC(CCC(=O)O)C(=O)O. Cell line: MOLT-4. Synergy scores: CSS=57.4, Synergy_ZIP=1.37, Synergy_Bliss=3.93, Synergy_Loewe=-2.04, Synergy_HSA=4.32. (5) Drug 1: CCN(CC)CCNC(=O)C1=C(NC(=C1C)C=C2C3=C(C=CC(=C3)F)NC2=O)C. Drug 2: CC(C)(C1=NC(=CC=C1)N2C3=NC(=NC=C3C(=O)N2CC=C)NC4=CC=C(C=C4)N5CCN(CC5)C)O. Cell line: HCT116. Synergy scores: CSS=70.9, Synergy_ZIP=1.25, Synergy_Bliss=1.11, Synergy_Loewe=-5.27, Synergy_HSA=5.55. (6) Drug 1: C1=CN(C(=O)N=C1N)C2C(C(C(O2)CO)O)O.Cl. Drug 2: CC1=C(C(CCC1)(C)C)C=CC(=CC=CC(=CC(=O)O)C)C. Cell line: SNB-19. Synergy scores: CSS=22.6, Synergy_ZIP=2.61, Synergy_Bliss=-0.182, Synergy_Loewe=-21.2, Synergy_HSA=-4.57. (7) Drug 1: CC1=C(C=C(C=C1)NC(=O)C2=CC=C(C=C2)CN3CCN(CC3)C)NC4=NC=CC(=N4)C5=CN=CC=C5. Drug 2: C1=CC=C(C(=C1)C(C2=CC=C(C=C2)Cl)C(Cl)Cl)Cl. Cell line: T-47D. Synergy scores: CSS=2.86, Synergy_ZIP=-5.71, Synergy_Bliss=-7.81, Synergy_Loewe=-7.49, Synergy_HSA=-5.07.